From a dataset of Full USPTO retrosynthesis dataset with 1.9M reactions from patents (1976-2016). Predict the reactants needed to synthesize the given product. (1) Given the product [OH:18][C:16]1[CH:15]=[CH:14][C:13]2[CH2:20][C@@H:21]([CH2:44][C:45]([O:47][CH3:48])=[O:46])[C:22](=[O:36])[N:23]([CH2:27][CH2:28][C:29]3[CH:30]=[CH:31][CH:32]=[CH:33][CH:34]=3)[CH2:24][C:12]=2[CH:17]=1.[CH3:4][C:2]([C@H:5]([C:37]1[CH:42]=[CH:41][CH:40]=[CH:39][CH:38]=1)[CH2:6][N:7]([CH2:11][C:12]1[CH:17]=[C:16]([O:18][CH3:19])[CH:15]=[CH:14][C:13]=1[CH2:20][CH2:21][C:22](=[O:36])[N:23]1[CH:27]([CH2:28][C:29]2[CH:34]=[CH:33][CH:32]=[CH:31][CH:30]=2)[CH2:26][O:25][C:24]1=[O:35])[C:8](=[O:9])[O-:10])([CH3:1])[CH3:3], predict the reactants needed to synthesize it. The reactants are: [CH3:1][C:2]([C@H:5]([C:37]1[CH:42]=[CH:41][CH:40]=[CH:39][CH:38]=1)[CH2:6][N:7]([CH2:11][C:12]1[CH:17]=[C:16]([O:18][CH3:19])[CH:15]=[CH:14][C:13]=1[CH2:20][CH2:21][C:22](=[O:36])[N:23]1[CH:27]([CH2:28][C:29]2[CH:34]=[CH:33][CH:32]=[CH:31][CH:30]=2)[CH2:26][O:25][C:24]1=[O:35])[C:8](=[O:10])[O-:9])([CH3:4])[CH3:3].Br[CH2:44][C:45]([O:47][CH3:48])=[O:46].O. (2) The reactants are: C(OC(=O)[NH:7][C:8]1[CH:13]=[CH:12][C:11]([C:14]2[CH:19]=[CH:18][C:17]([CH2:20][CH3:21])=[CH:16][CH:15]=2)=[CH:10][C:9]=1[NH2:22])(C)(C)C.CC1(C)O[C:29]([C:31]2[CH:32]=[C:33]([CH:36]=[CH:37][CH:38]=2)[C:34]#[N:35])=[CH:28][C:27](=[O:39])O1.C(O)(C(F)(F)F)=O. Given the product [CH2:20]([C:17]1[CH:16]=[CH:15][C:14]([C:11]2[CH:12]=[CH:13][C:8]3[N:7]=[C:29]([C:31]4[CH:32]=[C:33]([CH:36]=[CH:37][CH:38]=4)[C:34]#[N:35])[CH2:28][C:27](=[O:39])[NH:22][C:9]=3[CH:10]=2)=[CH:19][CH:18]=1)[CH3:21], predict the reactants needed to synthesize it. (3) The reactants are: [CH3:1][C:2]1[N:3]=[CH:4][NH:5][CH:6]=1.C(N(CC)CC)C.[C:14](Cl)(=[O:16])[CH3:15]. Given the product [CH3:1][C:2]1[N:3]=[CH:4][N:5]([C:14](=[O:16])[CH3:15])[CH:6]=1, predict the reactants needed to synthesize it. (4) Given the product [Cl:37][CH2:38][C:39]([NH:1][C:2]1[CH:7]=[CH:6][C:5]([F:8])=[CH:4][C:3]=1[C:9]1[NH:10][C:11]2[C:16]([C:17]=1[CH:18]1[CH2:23][CH2:22][CH2:21][CH2:20][CH2:19]1)=[CH:15][CH:14]=[C:13]([C:24]([O:26][CH3:27])=[O:25])[CH:12]=2)=[O:40], predict the reactants needed to synthesize it. The reactants are: [NH2:1][C:2]1[CH:7]=[CH:6][C:5]([F:8])=[CH:4][C:3]=1[C:9]1[NH:10][C:11]2[C:16]([C:17]=1[CH:18]1[CH2:23][CH2:22][CH2:21][CH2:20][CH2:19]1)=[CH:15][CH:14]=[C:13]([C:24]([O:26][CH3:27])=[O:25])[CH:12]=2.C([O-])(=O)C.[Na+].C(O)(=O)C.[Cl:37][CH2:38][C:39](Cl)=[O:40].C(=O)([O-])O.[Na+].